Dataset: Forward reaction prediction with 1.9M reactions from USPTO patents (1976-2016). Task: Predict the product of the given reaction. (1) The product is: [C:18]([O:22][C:23]1[C:24]([CH2:29][N:15]2[CH2:14][CH2:13][CH:12]([C:10](=[O:11])[CH2:9][C:4]3[CH:5]=[CH:6][CH:7]=[CH:8][C:3]=3[CH3:2])[CH2:17][CH2:16]2)=[N:25][CH:26]=[CH:27][N:28]=1)([CH3:21])([CH3:20])[CH3:19]. Given the reactants Cl.[CH3:2][C:3]1[CH:8]=[CH:7][CH:6]=[CH:5][C:4]=1[CH2:9][C:10]([CH:12]1[CH2:17][CH2:16][NH:15][CH2:14][CH2:13]1)=[O:11].[C:18]([O:22][C:23]1[C:24]([CH:29]=O)=[N:25][CH:26]=[CH:27][N:28]=1)([CH3:21])([CH3:20])[CH3:19].C(O[BH-](OC(=O)C)OC(=O)C)(=O)C.[Na+].[OH-].[Na+], predict the reaction product. (2) Given the reactants [C:1]1([CH3:16])[CH:6]=[CH:5][CH:4]=[CH:3][C:2]=1[C:7]1[NH:11][C:10]2[CH:12]=[CH:13][CH:14]=[CH:15][C:9]=2[N:8]=1.Br[CH2:18][C:19]1[C:28]2[C:23](=[C:24]([F:30])[C:25]([F:29])=[CH:26][CH:27]=2)[NH:22][C:21](=[O:31])[CH:20]=1, predict the reaction product. The product is: [F:29][C:25]1[C:24]([F:30])=[C:23]2[C:28]([C:19]([CH2:18][N:11]3[C:10]4[CH:12]=[CH:13][CH:14]=[CH:15][C:9]=4[N:8]=[C:7]3[C:2]3[CH:3]=[CH:4][CH:5]=[CH:6][C:1]=3[CH3:16])=[CH:20][C:21](=[O:31])[NH:22]2)=[CH:27][CH:26]=1. (3) Given the reactants [F:1][C:2]1[CH:10]=[C:9]2[C:5]([CH:6]=[N:7][N:8]2[C:11]([O:13][C:14]([CH3:17])([CH3:16])[CH3:15])=[O:12])=[CH:4][C:3]=1[CH:18]=[O:19].[BH4-].[Na+], predict the reaction product. The product is: [OH:19][CH2:18][C:3]1[CH:4]=[C:5]2[C:9](=[CH:10][C:2]=1[F:1])[N:8]([C:11]([O:13][C:14]([CH3:17])([CH3:16])[CH3:15])=[O:12])[N:7]=[CH:6]2. (4) Given the reactants C[O:2][C:3]1[CH:4]=[C:5]([N:9]2[C:17]3[C:12](=[CH:13][CH:14]=[CH:15][CH:16]=3)[CH:11]=[N:10]2)[CH:6]=[CH:7][CH:8]=1.C([O-])([O-])=O.[K+].[K+], predict the reaction product. The product is: [N:9]1([C:5]2[CH:4]=[C:3]([OH:2])[CH:8]=[CH:7][CH:6]=2)[C:17]2[C:12](=[CH:13][CH:14]=[CH:15][CH:16]=2)[CH:11]=[N:10]1. (5) Given the reactants [F:1][C:2]([F:32])([F:31])[C:3]1[CH:8]=[CH:7][C:6]([N:9]2[C:13](=[O:14])[NH:12][C:11]([C:15]3[C:16]([CH3:30])=[C:17]([CH:26]=[CH:27][C:28]=3[CH3:29])[CH2:18][NH:19]C(=O)C(F)(F)F)=[N:10]2)=[CH:5][CH:4]=1.[OH-].[K+], predict the reaction product. The product is: [NH2:19][CH2:18][C:17]1[C:16]([CH3:30])=[C:15]([C:11]2[NH:12][C:13](=[O:14])[N:9]([C:6]3[CH:7]=[CH:8][C:3]([C:2]([F:31])([F:32])[F:1])=[CH:4][CH:5]=3)[N:10]=2)[C:28]([CH3:29])=[CH:27][CH:26]=1. (6) Given the reactants [CH3:1][C:2]1[CH:3]=[C:4]2[C:8](=[CH:9][CH:10]=1)[C:7](=[O:11])[NH:6][CH2:5]2.[N+:12]([O-])([OH:14])=[O:13], predict the reaction product. The product is: [CH3:1][C:2]1[CH:3]=[C:4]2[C:8](=[CH:9][C:10]=1[N+:12]([O-:14])=[O:13])[C:7](=[O:11])[NH:6][CH2:5]2. (7) Given the reactants [N:1]1([C:6]2[NH:10][N:9]=[C:8]([C:11]([OH:13])=O)[N:7]=2)[CH:5]=[CH:4][CH:3]=[CH:2]1.Cl.Cl.[CH:16]([N:19]1[CH2:24][CH2:23][CH:22]([NH2:25])[CH2:21][CH2:20]1)([CH3:18])[CH3:17].C1N(P(Cl)(N2C(=O)OCC2)=O)C(=O)OC1.O, predict the reaction product. The product is: [CH:16]([N:19]1[CH2:24][CH2:23][CH:22]([NH:25][C:11]([C:8]2[N:7]=[C:6]([N:1]3[CH:2]=[CH:3][CH:4]=[CH:5]3)[NH:10][N:9]=2)=[O:13])[CH2:21][CH2:20]1)([CH3:18])[CH3:17]. (8) Given the reactants [N:1]1[CH:6]=[CH:5][CH:4]=[C:3]([N:7]2[CH2:12][CH2:11][N:10]([C:13]([O:15][C:16]([CH3:19])([CH3:18])[CH3:17])=[O:14])[CH2:9][CH2:8]2)[CH:2]=1.[Br:20]N1C(=O)CCC1=O.[OH-].[Na+].C(OCC)(=O)C, predict the reaction product. The product is: [Br:20][C:6]1[N:1]=[CH:2][C:3]([N:7]2[CH2:12][CH2:11][N:10]([C:13]([O:15][C:16]([CH3:19])([CH3:18])[CH3:17])=[O:14])[CH2:9][CH2:8]2)=[CH:4][CH:5]=1. (9) Given the reactants [Cl:1][C:2]1[CH:7]=[C:6]([F:8])[CH:5]=[CH:4][C:3]=1[C:9]([C:11]1[C:12]([CH3:31])=[N:13][N:14]([CH3:30])[C:15]=1[C:16]1[C:21]([F:22])=[CH:20][C:19]([O:23][CH2:24][CH2:25][CH:26]([CH3:28])[CH3:27])=[CH:18][C:17]=1[F:29])=[O:10].[BH4-].[Na+], predict the reaction product. The product is: [Cl:1][C:2]1[CH:7]=[C:6]([F:8])[CH:5]=[CH:4][C:3]=1[CH:9]([C:11]1[C:12]([CH3:31])=[N:13][N:14]([CH3:30])[C:15]=1[C:16]1[C:21]([F:22])=[CH:20][C:19]([O:23][CH2:24][CH2:25][CH:26]([CH3:28])[CH3:27])=[CH:18][C:17]=1[F:29])[OH:10].